From a dataset of Reaction yield outcomes from USPTO patents with 853,638 reactions. Predict the reaction yield, written as a fraction of the theoretical maximum amount of product (1.0 means a 100% yield; for example, 0.34 means a 34% yield). (1) The reactants are [CH:1]1[C:7](=O)[NH:6][C:4](=[O:5])[N:3]([C@@H:9]2[O:13][C@H:12]([CH2:14][OH:15])[C@@H:11]([OH:16])[C@@H:10]2[OH:17])[CH:2]=1.[NH:18]1C=[C-]N=N1.[OH-].[NH4+].N1C=NC=N1.C(N(CC)CC)C.O=P(Cl)(Cl)Cl. The catalyst is C(#N)C.CCOC(C)=O. The product is [CH:1]1[C:7]([NH2:18])=[N:6][C:4](=[O:5])[N:3]([C@@H:9]2[O:13][C@H:12]([CH2:14][OH:15])[C@@H:11]([OH:16])[C@@H:10]2[OH:17])[CH:2]=1. The yield is 0.800. (2) The reactants are [OH:1][CH:2]1[CH2:7][CH2:6][CH2:5][NH:4][CH2:3]1.CCN(CC)CC.[CH3:15][C:16]([O:19][C:20](O[C:20]([O:19][C:16]([CH3:18])([CH3:17])[CH3:15])=[O:21])=[O:21])([CH3:18])[CH3:17]. The catalyst is CCO. The product is [OH:1][CH:2]1[CH2:7][CH2:6][CH2:5][N:4]([C:20]([O:19][C:16]([CH3:18])([CH3:17])[CH3:15])=[O:21])[CH2:3]1. The yield is 0.840. (3) The reactants are CO[CH2:3][C:4]([NH:6][C:7]1[S:8][C:9]2[CH:15]=[C:14]([O:16][S:17]([C:20]3[CH:25]=[CH:24][C:23](F)=[CH:22][CH:21]=3)(=[O:19])=[O:18])[CH:13]=[CH:12][C:10]=2[N:11]=1)=[O:5].[CH:27]([NH:30][CH2:31][CH2:32][NH2:33])([CH3:29])[CH3:28].C(=O)([O-])[O-].[Cs+].[Cs+].O. The catalyst is CS(C)=O. The product is [CH:3]1([C:4]([NH:6][C:7]2[S:8][C:9]3[CH:15]=[C:14]([O:16][S:17]([C:20]4[CH:21]=[CH:22][C:23]([NH:33][CH2:32][CH2:31][NH:30][CH:27]([CH3:29])[CH3:28])=[CH:24][CH:25]=4)(=[O:19])=[O:18])[CH:13]=[CH:12][C:10]=3[N:11]=2)=[O:5])[CH2:12][CH2:10][CH2:9][CH2:15]1. The yield is 0.240. (4) The reactants are [OH:1][C@H:2]1[C@@H:7]([OH:8])[C@H:6]([OH:9])[C@@H:5]([CH2:10][OH:11])[O:4][C@@H:3]1[C:12]#[C:13][C:14]1[CH:26]=[CH:25][C:24]2[C:23]3[C:18](=[CH:19][C:20]([C:27]#[C:28][C@@H:29]4[C@@H:34]([OH:35])[C@@H:33]([OH:36])[C@H:32]([OH:37])[C@@H:31]([CH2:38][OH:39])[O:30]4)=[CH:21][CH:22]=3)[N:17]([CH2:40][C:41]([O:43]CC)=[O:42])[C:16]=2[CH:15]=1.[OH-].[Na+]. The catalyst is CCO.O.O.CO. The product is [OH:1][C@H:2]1[C@@H:7]([OH:8])[C@H:6]([OH:9])[C@@H:5]([CH2:10][OH:11])[O:4][C@@H:3]1[C:12]#[C:13][C:14]1[CH:26]=[CH:25][C:24]2[C:23]3[C:18](=[CH:19][C:20]([C:27]#[C:28][C@@H:29]4[C@@H:34]([OH:35])[C@@H:33]([OH:36])[C@H:32]([OH:37])[C@@H:31]([CH2:38][OH:39])[O:30]4)=[CH:21][CH:22]=3)[N:17]([CH2:40][C:41]([OH:43])=[O:42])[C:16]=2[CH:15]=1. The yield is 0.887. (5) The reactants are [Br:1][C:2]1[CH:6]=[N:5][N:4]([CH3:7])[C:3]=1[C:8]1[CH:9]=[C:10]([NH2:16])[CH:11]=[CH:12][C:13]=1[O:14][CH3:15].[F:17][C:18]1[CH:19]=[C:20]([N:24]=[C:25]=[O:26])[CH:21]=[CH:22][CH:23]=1. The catalyst is C(Cl)Cl. The product is [Br:1][C:2]1[CH:6]=[N:5][N:4]([CH3:7])[C:3]=1[C:8]1[CH:9]=[C:10]([NH:16][C:25]([NH:24][C:20]2[CH:21]=[CH:22][CH:23]=[C:18]([F:17])[CH:19]=2)=[O:26])[CH:11]=[CH:12][C:13]=1[O:14][CH3:15]. The yield is 0.820. (6) The reactants are [F:1][C:2]1[CH:3]=[C:4]([CH:7]=[CH:8][C:9]=1F)[CH:5]=[O:6].[CH3:11][S:12]([O-:14])=[O:13].[Na+]. The catalyst is CS(C)=O. The product is [F:1][C:2]1[CH:3]=[C:4]([CH:7]=[CH:8][C:9]=1[S:12]([CH3:11])(=[O:14])=[O:13])[CH:5]=[O:6]. The yield is 0.700.